Dataset: Full USPTO retrosynthesis dataset with 1.9M reactions from patents (1976-2016). Task: Predict the reactants needed to synthesize the given product. (1) Given the product [CH3:18][C:15]([CH3:17])([CH3:16])[C@H:14]([NH:19][C:20](=[O:32])[C@@H:21]([N:23]([CH3:31])[C:24](=[O:30])[O:25][C:26]([CH3:28])([CH3:29])[CH3:27])[CH3:22])[C:13](=[O:33])[N:4]1[C@H:3]([CH2:1][NH:42][CH2:41][CH2:40][C:34]2[CH:39]=[CH:38][CH:37]=[CH:36][CH:35]=2)[CH2:12][C:11]2[C:6](=[CH:7][CH:8]=[CH:9][CH:10]=2)[CH2:5]1, predict the reactants needed to synthesize it. The reactants are: [CH:1]([C@@H:3]1[CH2:12][C:11]2[C:6](=[CH:7][CH:8]=[CH:9][CH:10]=2)[CH2:5][N:4]1[C:13](=[O:33])[C@@H:14]([NH:19][C:20](=[O:32])[C@@H:21]([N:23]([CH3:31])[C:24](=[O:30])[O:25][C:26]([CH3:29])([CH3:28])[CH3:27])[CH3:22])[C:15]([CH3:18])([CH3:17])[CH3:16])=O.[C:34]1([CH2:40][CH2:41][NH2:42])[CH:39]=[CH:38][CH:37]=[CH:36][CH:35]=1.[BH-](OC(C)=O)(OC(C)=O)OC(C)=O.[Na+]. (2) Given the product [C:1]([O:4][C@@H:5]1[C@H:9]([O:10][C:11](=[O:13])[CH3:12])[C@@H:8]([CH2:14][O:15][C:16](=[O:18])[CH3:17])[O:7][C@H:6]1[N:19]1[CH:27]=[N:26][C:25]2[C:20]1=[N:21][C:22]([I:30])=[N:23][C:24]=2[Cl:28])(=[O:3])[CH3:2], predict the reactants needed to synthesize it. The reactants are: [C:1]([O:4][C@@H:5]1[C@H:9]([O:10][C:11](=[O:13])[CH3:12])[C@@H:8]([CH2:14][O:15][C:16](=[O:18])[CH3:17])[O:7][C@H:6]1[N:19]1[CH:27]=[N:26][C:25]2[C:20]1=[N:21][C:22](N)=[N:23][C:24]=2[Cl:28])(=[O:3])[CH3:2].[I:30]CI.CCCCCON=O.